From a dataset of Peptide-MHC class I binding affinity with 185,985 pairs from IEDB/IMGT. Regression. Given a peptide amino acid sequence and an MHC pseudo amino acid sequence, predict their binding affinity value. This is MHC class I binding data. (1) The peptide sequence is YLKDQQLL. The MHC is HLA-B40:01 with pseudo-sequence HLA-B40:01. The binding affinity (normalized) is 0. (2) The peptide sequence is IIANARIEV. The MHC is HLA-A31:01 with pseudo-sequence HLA-A31:01. The binding affinity (normalized) is 0.0847. (3) The peptide sequence is IMLEGETKLY. The MHC is HLA-A33:01 with pseudo-sequence HLA-A33:01. The binding affinity (normalized) is 0.0181. (4) The peptide sequence is LTNEIYASII. The MHC is HLA-A02:01 with pseudo-sequence HLA-A02:01. The binding affinity (normalized) is 0.226. (5) The peptide sequence is VHREWFMDL. The MHC is HLA-B27:05 with pseudo-sequence HLA-B27:05. The binding affinity (normalized) is 0.0847. (6) The peptide sequence is DVKVLAARL. The MHC is HLA-A02:03 with pseudo-sequence HLA-A02:03. The binding affinity (normalized) is 0.142. (7) The peptide sequence is LIEGTASLS. The MHC is HLA-A01:01 with pseudo-sequence HLA-A01:01. The binding affinity (normalized) is 0.0167.